From a dataset of Catalyst prediction with 721,799 reactions and 888 catalyst types from USPTO. Predict which catalyst facilitates the given reaction. (1) The catalyst class is: 17. Reactant: ClCCl.[CH3:4][O:5][C:6](=[O:15])[C:7]1[CH:12]=[CH:11][C:10]([OH:13])=[CH:9][C:8]=1[F:14].[F:16][C:17]([F:30])([F:29])[S:18](O[S:18]([C:17]([F:30])([F:29])[F:16])(=[O:20])=[O:19])(=[O:20])=[O:19]. Product: [CH3:4][O:5][C:6](=[O:15])[C:7]1[CH:12]=[CH:11][C:10]([O:13][S:18]([C:17]([F:30])([F:29])[F:16])(=[O:20])=[O:19])=[CH:9][C:8]=1[F:14]. (2) Reactant: [CH:1]1([C@@H:4]([C:11]2[CH:16]=[CH:15][C:14]([CH2:17]O)=[C:13]([OH:19])[CH:12]=2)[C@H:5]([CH3:10])[C:6]([O:8][CH3:9])=[O:7])[CH2:3][CH2:2]1.[F:20][C:21]1[CH:26]=[CH:25][C:24]([O:27][CH3:28])=[CH:23][C:22]=1[C:29]1[CH:30]=[CH:31][C:32]([CH:35]=[CH2:36])=[N:33][CH:34]=1. Product: [CH:1]1([C@@H:4]([C:11]2[CH:12]=[C:13]3[C:14]([CH2:17][CH2:36][CH:35]([C:32]4[CH:31]=[CH:30][C:29]([C:22]5[CH:23]=[C:24]([O:27][CH3:28])[CH:25]=[CH:26][C:21]=5[F:20])=[CH:34][N:33]=4)[O:19]3)=[CH:15][CH:16]=2)[C@H:5]([CH3:10])[C:6]([O:8][CH3:9])=[O:7])[CH2:3][CH2:2]1. The catalyst class is: 113. (3) Reactant: [N+:1]([C:4]1[CH:5]=[CH:6][C:7]([NH:10][CH2:11][CH2:12][N:13]2[CH:17]=[CH:16][CH:15]=[N:14]2)=[N:8][CH:9]=1)([O-:3])=[O:2].[C:18](O[C:18]([O:20][C:21]([CH3:24])([CH3:23])[CH3:22])=[O:19])([O:20][C:21]([CH3:24])([CH3:23])[CH3:22])=[O:19]. Product: [N+:1]([C:4]1[CH:5]=[CH:6][C:7]([N:10]([CH2:11][CH2:12][N:13]2[CH:17]=[CH:16][CH:15]=[N:14]2)[C:18](=[O:19])[O:20][C:21]([CH3:24])([CH3:23])[CH3:22])=[N:8][CH:9]=1)([O-:3])=[O:2]. The catalyst class is: 7.